This data is from Full USPTO retrosynthesis dataset with 1.9M reactions from patents (1976-2016). The task is: Predict the reactants needed to synthesize the given product. (1) Given the product [Cl:32][C:29]1[CH:30]=[CH:31][C:26]([NH:1][CH2:2][C@@H:3]2[C@H:8]([CH3:9])[CH2:7][CH2:6][CH2:5][N:4]2[C:10]([C:12]2[CH:17]=[C:16]([CH3:18])[CH:15]=[CH:14][C:13]=2[C:19]2[CH:24]=[CH:23][CH:22]=[CH:21][N:20]=2)=[O:11])=[N:27][CH:28]=1, predict the reactants needed to synthesize it. The reactants are: [NH2:1][CH2:2][C@@H:3]1[C@H:8]([CH3:9])[CH2:7][CH2:6][CH2:5][N:4]1[C:10]([C:12]1[CH:17]=[C:16]([CH3:18])[CH:15]=[CH:14][C:13]=1[C:19]1[CH:24]=[CH:23][CH:22]=[CH:21][N:20]=1)=[O:11].Br[C:26]1[CH:31]=[CH:30][C:29]([Cl:32])=[CH:28][N:27]=1. (2) Given the product [F:18][C:19]1[C:27]([F:28])=[CH:26][C:22]([C:23]([NH:1][C:2]2[NH:6][N:5]=[C:4]([C:7]([O:9][CH2:10][CH3:11])=[O:8])[CH:3]=2)=[O:24])=[C:21]([CH3:29])[CH:20]=1, predict the reactants needed to synthesize it. The reactants are: [NH2:1][C:2]1[NH:6][N:5]=[C:4]([C:7]([O:9][CH2:10][CH3:11])=[O:8])[CH:3]=1.N1C=CC=CC=1.[F:18][C:19]1[C:27]([F:28])=[CH:26][C:22]([C:23](Cl)=[O:24])=[C:21]([CH3:29])[CH:20]=1.C(O)C. (3) Given the product [F:20][C:15]1[CH:16]=[CH:17][CH:18]=[CH:19][C:14]=1[C:11]1[CH:12]=[CH:13][C:8]2[N:7]=[C:24]([C:26]3[CH:31]=[CH:30][CH:29]=[C:28]([N+:32]([O-:34])=[O:33])[CH:27]=3)[CH2:23][C:22](=[O:35])[NH:21][C:9]=2[CH:10]=1, predict the reactants needed to synthesize it. The reactants are: C(OC(=O)[NH:7][C:8]1[CH:13]=[CH:12][C:11]([C:14]2[CH:19]=[CH:18][CH:17]=[CH:16][C:15]=2[F:20])=[CH:10][C:9]=1[NH:21][C:22](=[O:35])[CH2:23][C:24]([C:26]1[CH:31]=[CH:30][CH:29]=[C:28]([N+:32]([O-:34])=[O:33])[CH:27]=1)=O)(C)(C)C.C(O)(C(F)(F)F)=O. (4) The reactants are: [CH3:1][N:2]([C@@H:10]([CH3:39])[C:11]([NH:13][C@H:14]([C:18]([N:20]1[CH2:25][CH2:24][NH:23][CH2:22][C@H:21]1[C:26]([NH:28][C@H:29]1[C:38]2[C:33](=[CH:34][CH:35]=[CH:36][CH:37]=2)[CH2:32][CH2:31][CH2:30]1)=[O:27])=[O:19])[CH:15]([CH3:17])[CH3:16])=[O:12])[C:3](=[O:9])[O:4][C:5]([CH3:8])([CH3:7])[CH3:6].CCN(C(C)C)C(C)C.[C:49]([NH:52][C:53]1[CH:61]=[CH:60][C:56]([C:57](O)=[O:58])=[CH:55][CH:54]=1)(=[O:51])[CH3:50].C1C=CC2N(O)N=NC=2C=1.CN(C(ON1N=NC2C=CC=CC1=2)=[N+](C)C)C.F[P-](F)(F)(F)(F)F. Given the product [C:49]([NH:52][C:53]1[CH:61]=[CH:60][C:56]([C:57]([N:23]2[CH2:24][CH2:25][N:20]([C:18]([C@@H:14]([NH:13][C:11](=[O:12])[C@@H:10]([N:2]([CH3:1])[C:3](=[O:9])[O:4][C:5]([CH3:7])([CH3:8])[CH3:6])[CH3:39])[CH:15]([CH3:17])[CH3:16])=[O:19])[C@H:21]([C:26]([NH:28][C@H:29]3[C:38]4[C:33](=[CH:34][CH:35]=[CH:36][CH:37]=4)[CH2:32][CH2:31][CH2:30]3)=[O:27])[CH2:22]2)=[O:58])=[CH:55][CH:54]=1)(=[O:51])[CH3:50], predict the reactants needed to synthesize it. (5) Given the product [Cl:18][C:17]1[CH:16]=[CH:15][C:14]([NH:19][C:20](=[O:32])[C:21]2[CH:26]=[CH:25][CH:24]=[C:23]([C:27]([C:30]#[N:31])([CH3:28])[CH3:29])[CH:22]=2)=[CH:13][C:12]=1[O:11][C:6]1[N:5]=[C:4]2[S:3][C:2]([NH:1][C:35](=[O:36])[CH2:34][Cl:33])=[N:10][C:9]2=[CH:8][CH:7]=1, predict the reactants needed to synthesize it. The reactants are: [NH2:1][C:2]1[S:3][C:4]2[C:9]([N:10]=1)=[CH:8][CH:7]=[C:6]([O:11][C:12]1[CH:13]=[C:14]([NH:19][C:20](=[O:32])[C:21]3[CH:26]=[CH:25][CH:24]=[C:23]([C:27]([C:30]#[N:31])([CH3:29])[CH3:28])[CH:22]=3)[CH:15]=[CH:16][C:17]=1[Cl:18])[N:5]=2.[Cl:33][CH2:34][C:35](Cl)=[O:36].